Dataset: Forward reaction prediction with 1.9M reactions from USPTO patents (1976-2016). Task: Predict the product of the given reaction. (1) Given the reactants [C:1]([C:3]1[CH:8]=[CH:7][C:6]([C:9]2[N:10]=[C:11]([CH:14]([CH3:31])[C:15]([C:23]3[CH:28]=[CH:27][C:26]([F:29])=[CH:25][C:24]=3[F:30])([OH:22])[CH2:16][N:17]3[CH:21]=[N:20][CH:19]=[N:18]3)[S:12][CH:13]=2)=[CH:5][CH:4]=1)#[N:2].[C@@:32]12([CH2:42][S:43](O)(=[O:45])=[O:44])[C:39]([CH3:41])([CH3:40])[CH:36]([CH2:37][CH2:38]1)[CH2:35][C:33]2=[O:34], predict the reaction product. The product is: [C@@:32]12([CH2:42][S:43]([O:22][C@@:15]([C:23]3[CH:28]=[CH:27][C:26]([F:29])=[CH:25][C:24]=3[F:30])([C@H:14]([C:11]3[S:12][CH:13]=[C:9]([C:6]4[CH:7]=[CH:8][C:3]([C:1]#[N:2])=[CH:4][CH:5]=4)[N:10]=3)[CH3:31])[CH2:16][N:17]3[CH:21]=[N:20][CH:19]=[N:18]3)(=[O:45])=[O:44])[C:39]([CH3:41])([CH3:40])[CH:36]([CH2:37][CH2:38]1)[CH2:35][C:33]2=[O:34]. (2) The product is: [Br:1][C:2]1[CH:7]=[CH:6][C:5]([NH:8][C:9]2[CH:14]=[CH:13][C:12]([C:15]([C:17]3[CH:22]=[CH:21][CH:20]=[CH:19][C:18]=3[CH3:23])=[O:16])=[C:11]([Cl:24])[CH:10]=2)=[C:4]([CH:3]=1)[CH2:25][O:26][CH2:27][CH2:28][N:33]1[C:34](=[O:35])[CH2:36][NH:30][C:31]1=[O:32]. Given the reactants [Br:1][C:2]1[CH:7]=[CH:6][C:5]([NH:8][C:9]2[CH:14]=[CH:13][C:12]([C:15]([C:17]3[CH:22]=[CH:21][CH:20]=[CH:19][C:18]=3[CH3:23])=[O:16])=[C:11]([Cl:24])[CH:10]=2)=[C:4]([CH2:25][O:26][CH2:27][CH2:28]O)[CH:3]=1.[NH:30]1[CH2:36][C:34](=[O:35])[NH:33][C:31]1=[O:32], predict the reaction product.